Dataset: Forward reaction prediction with 1.9M reactions from USPTO patents (1976-2016). Task: Predict the product of the given reaction. (1) Given the reactants [F:1][C:2]1[CH:7]=[CH:6][C:5]([C@H:8]2[CH2:10][C@@H:9]2[CH2:11][OH:12])=[CH:4][CH:3]=1.[Br:13][C:14]1[N:21]=[CH:20][CH:19]=[C:18](Br)[C:15]=1[C:16]#[N:17], predict the reaction product. The product is: [Br:13][C:14]1[N:21]=[CH:20][CH:19]=[C:18]([O:12][CH2:11][C@H:9]2[CH2:10][C@@H:8]2[C:5]2[CH:4]=[CH:3][C:2]([F:1])=[CH:7][CH:6]=2)[C:15]=1[C:16]#[N:17]. (2) The product is: [I-:1].[CH3:4][N:5]([CH3:23])[C:6]1[CH:7]=[C:8]([CH2:21][CH3:22])[C:9]2[C:18]([CH:19]=1)=[S+:17][C:16]1[C:11](=[C:12]([CH3:20])[CH:13]=[C:14]([N:68]3[CH2:69][CH2:70][N:65]([CH3:64])[CH2:66][CH2:67]3)[CH:15]=1)[N:10]=2. Given the reactants [I-:1].[I-:1].[I-:1].[CH3:4][N:5]([CH3:23])[C:6]1[CH:7]=[C:8]([CH2:21][CH3:22])[C:9]2[C:18]([CH:19]=1)=[S+:17][C:16]1[C:11](=[C:12]([CH3:20])[CH:13]=[CH:14][CH:15]=1)[N:10]=2.[CH3:4][N:5]([C:6]1[CH:7]=[C:8]([CH2:21][CH3:22])[C:9]2[C:18]([CH:19]=1)=[S+:17][C:16]1[C:11](=[C:12]([CH3:20])[CH:13]=[CH:14][CH:15]=1)[N:10]=2)[CH3:23].[CH3:4][N:5]([C:6]1[CH:7]=[C:8]([CH2:21][CH3:22])[C:9]2[C:18]([CH:19]=1)=[S+:17][C:16]1[C:11](=[C:12]([CH3:20])[CH:13]=[CH:14][CH:15]=1)[N:10]=2)[CH3:23].[CH3:64][N:65]1[CH2:70][CH2:69][NH:68][CH2:67][CH2:66]1, predict the reaction product.